Dataset: Reaction yield outcomes from USPTO patents with 853,638 reactions. Task: Predict the reaction yield, written as a fraction of the theoretical maximum amount of product (1.0 means a 100% yield; for example, 0.34 means a 34% yield). (1) The reactants are [I:1][C:2]1[CH:3]=[C:4]2[C:8](=[CH:9][CH:10]=1)[NH:7][C:6](=[O:11])[C:5]2=O.[CH3:13][N:14]([CH3:25])[C:15]1[CH:24]=[CH:23][C:18]([C:19]([NH:21][NH2:22])=[O:20])=[CH:17][CH:16]=1. The catalyst is C(O)(=O)C. The product is [CH3:13][N:14]([CH3:25])[C:15]1[CH:16]=[CH:17][C:18]([C:19]([NH:21][N:22]=[C:5]2[C:4]3[C:8](=[CH:9][CH:10]=[C:2]([I:1])[CH:3]=3)[NH:7][C:6]2=[O:11])=[O:20])=[CH:23][CH:24]=1. The yield is 0.800. (2) The reactants are [C:1]([N:9]1[C:17]2[C:12](=[CH:13][C:14]([O:19]C)=[C:15]([F:18])[CH:16]=2)[C:11]([CH2:21][C:22]([OH:24])=[O:23])=[C:10]1[CH3:25])(=[O:8])[C:2]1[CH:7]=[CH:6][CH:5]=[CH:4][CH:3]=1. The catalyst is ClCCl. The product is [C:1]([N:9]1[C:17]2[C:12](=[CH:13][C:14]([OH:19])=[C:15]([F:18])[CH:16]=2)[C:11]([CH2:21][C:22]([OH:24])=[O:23])=[C:10]1[CH3:25])(=[O:8])[C:2]1[CH:7]=[CH:6][CH:5]=[CH:4][CH:3]=1. The yield is 0.520. (3) The reactants are Cl.[Cl:2][C:3]1[CH:4]=[N+:5]([O-:32])[CH:6]=[C:7]([Cl:31])[C:8]=1[CH2:9][C@@H:10]([C:19]1[CH:24]=[CH:23][C:22]([O:25][CH:26]([F:28])[F:27])=[C:21]([O:29][CH3:30])[CH:20]=1)[O:11][C:12]([C@H:14]1[NH:18][CH2:17][CH2:16][S:15]1)=[O:13].[CH3:33][N:34]([CH3:47])[C:35]([C:37]1[CH:38]=[C:39]([S:43](Cl)(=[O:45])=[O:44])[CH:40]=[CH:41][CH:42]=1)=[O:36]. The catalyst is N1C=CC=CC=1.C(Cl)Cl. The product is [Cl:2][C:3]1[CH:4]=[N+:5]([O-:32])[CH:6]=[C:7]([Cl:31])[C:8]=1[CH2:9][C@@H:10]([C:19]1[CH:24]=[CH:23][C:22]([O:25][CH:26]([F:28])[F:27])=[C:21]([O:29][CH3:30])[CH:20]=1)[O:11][C:12]([C@H:14]1[N:18]([S:43]([C:39]2[CH:40]=[CH:41][CH:42]=[C:37]([C:35](=[O:36])[N:34]([CH3:33])[CH3:47])[CH:38]=2)(=[O:45])=[O:44])[CH2:17][CH2:16][S:15]1)=[O:13]. The yield is 0.316. (4) The reactants are [H-].[Na+].[NH2:3][C@@H:4]1[C:13]2[C:8](=[CH:9][CH:10]=[CH:11][CH:12]=2)[C@H:7]([OH:14])[CH2:6][CH2:5]1.F[C:16]1[CH:17]=[CH:18][C:19]2[N:20]([C:22]([C:25]([CH3:32])([N:27]3[CH2:31][CH2:30][CH2:29][CH2:28]3)[CH3:26])=[N:23][N:24]=2)[CH:21]=1. The catalyst is CN(C=O)C. The product is [CH3:32][C:25]([C:22]1[N:20]2[CH:21]=[C:16]([O:14][C@H:7]3[C:8]4[C:13](=[CH:12][CH:11]=[CH:10][CH:9]=4)[C@@H:4]([NH2:3])[CH2:5][CH2:6]3)[CH:17]=[CH:18][C:19]2=[N:24][N:23]=1)([N:27]1[CH2:28][CH2:29][CH2:30][CH2:31]1)[CH3:26]. The yield is 0.550. (5) The reactants are [CH3:1][N:2]([CH3:21])[C:3]1[CH:8]=[C:7]([B:9]2[O:13][C:12]([CH3:15])([CH3:14])[C:11]([CH3:17])([CH3:16])[O:10]2)[CH:6]=[C:5]([N+:18]([O-])=O)[CH:4]=1. The catalyst is C(OCC)(=O)C.[Pd]. The product is [CH3:21][N:2]([CH3:1])[C:3]1[CH:8]=[C:7]([B:9]2[O:10][C:11]([CH3:16])([CH3:17])[C:12]([CH3:15])([CH3:14])[O:13]2)[CH:6]=[C:5]([NH2:18])[CH:4]=1. The yield is 0.990. (6) The reactants are [OH-].[Li+].[OH:3][CH:4]([CH2:26][C:27]1[CH:32]=[CH:31][CH:30]=[C:29]([C:33]([F:36])([F:35])[F:34])[CH:28]=1)/[CH:5]=[CH:6]/[C@H:7]1[CH2:11][CH2:10][S:9](=[O:13])(=[O:12])[N:8]1[CH2:14][CH2:15][CH2:16][C:17]1[S:21][C:20]([C:22]([O:24]C)=[O:23])=[CH:19][CH:18]=1.C(O)(=O)C. The catalyst is O.C1COCC1. The product is [OH:3][CH:4]([CH2:26][C:27]1[CH:32]=[CH:31][CH:30]=[C:29]([C:33]([F:34])([F:35])[F:36])[CH:28]=1)/[CH:5]=[CH:6]/[C@H:7]1[CH2:11][CH2:10][S:9](=[O:12])(=[O:13])[N:8]1[CH2:14][CH2:15][CH2:16][C:17]1[S:21][C:20]([C:22]([OH:24])=[O:23])=[CH:19][CH:18]=1. The yield is 0.410. (7) The yield is 0.650. The catalyst is CO.Cl[Ni]Cl. The product is [CH2:1]([O:8][C:9]1[C:10]([CH:22]2[CH2:27][CH2:26][CH2:25][CH2:24][CH2:23]2)=[CH:11][C:12]([C:18]([F:21])([F:19])[F:20])=[C:13]([CH:14]=1)[NH2:15])[C:2]1[CH:3]=[CH:4][CH:5]=[CH:6][CH:7]=1. The reactants are [CH2:1]([O:8][C:9]1[CH:14]=[C:13]([N+:15]([O-])=O)[C:12]([C:18]([F:21])([F:20])[F:19])=[CH:11][C:10]=1[CH:22]1[CH2:27][CH2:26][CH2:25][CH2:24][CH2:23]1)[C:2]1[CH:7]=[CH:6][CH:5]=[CH:4][CH:3]=1.[BH4-].[Na+].